Dataset: Reaction yield outcomes from USPTO patents with 853,638 reactions. Task: Predict the reaction yield, written as a fraction of the theoretical maximum amount of product (1.0 means a 100% yield; for example, 0.34 means a 34% yield). (1) The reactants are Br[C:2]1[CH:3]=[CH:4][CH:5]=[C:6]2[C:11]=1[N:10]=[CH:9][CH:8]=[CH:7]2.[Li]CCCC.Cl[P:18]([C:25]1[CH:30]=[CH:29][CH:28]=[CH:27][CH:26]=1)[C:19]1[CH:24]=[CH:23][CH:22]=[CH:21][CH:20]=1. The catalyst is C1COCC1. The yield is 0.600. The product is [C:25]1([P:18]([C:19]2[CH:20]=[CH:21][CH:22]=[CH:23][CH:24]=2)[C:2]2[CH:3]=[CH:4][CH:5]=[C:6]3[C:11]=2[N:10]=[CH:9][CH:8]=[CH:7]3)[CH:26]=[CH:27][CH:28]=[CH:29][CH:30]=1. (2) The reactants are [Si:1]([O:8][CH2:9][CH2:10][C:11]1[C@@H:12]([CH2:25][O:26][Si:27]([C:30]([CH3:33])([CH3:32])[CH3:31])([CH3:29])[CH3:28])[N:13]([C:18]([O:20][C:21]([CH3:24])([CH3:23])[CH3:22])=[O:19])[CH2:14][C:15](=[O:17])[CH:16]=1)([C:4]([CH3:7])([CH3:6])[CH3:5])([CH3:3])[CH3:2].[Si](OC[C@@H]1C=C(C)[C@H](O)CN1C(OC(C)(C)C)=O)(C(C)(C)C)(C)C. No catalyst specified. The product is [Si:1]([O:8][CH2:9][CH2:10][C:11]1[C@@H:12]([CH2:25][O:26][Si:27]([C:30]([CH3:33])([CH3:32])[CH3:31])([CH3:28])[CH3:29])[N:13]([C:18]([O:20][C:21]([CH3:24])([CH3:22])[CH3:23])=[O:19])[CH2:14][C@@H:15]([OH:17])[CH:16]=1)([C:4]([CH3:7])([CH3:5])[CH3:6])([CH3:3])[CH3:2]. The yield is 0.850. (3) The reactants are Cl[C:2]1[N:7]=[C:6]([NH:8][C:9]2[NH:10][N:11]=[C:12]([O:14][CH:15]([CH3:17])[CH3:16])[CH:13]=2)[CH:5]=[CH:4][N:3]=1.[O:18]1[CH2:23][CH2:22][CH:21]([C:24]2[CH:28]=[C:27]([CH2:29][NH2:30])[O:26][N:25]=2)[CH2:20][CH2:19]1. The catalyst is COCCO.CN(C=O)C. The product is [O:18]1[CH2:19][CH2:20][CH:21]([C:24]2[CH:28]=[C:27]([CH2:29][NH:30][C:2]3[N:7]=[C:6]([NH:8][C:9]4[NH:10][N:11]=[C:12]([O:14][CH:15]([CH3:17])[CH3:16])[CH:13]=4)[CH:5]=[CH:4][N:3]=3)[O:26][N:25]=2)[CH2:22][CH2:23]1. The yield is 0.220. (4) The reactants are [Br:1][C:2]1[CH:10]=[CH:9][CH:8]=[C:7]2[C:3]=1[CH:4]=[CH:5][NH:6]2.[OH-].[K+].[S:13](Cl)([C:16]1[CH:22]=[CH:21][C:19]([CH3:20])=[CH:18][CH:17]=1)(=[O:15])=[O:14]. The catalyst is CC(C)=O. The product is [Br:1][C:2]1[CH:10]=[CH:9][CH:8]=[C:7]2[C:3]=1[CH:4]=[CH:5][N:6]2[S:13]([C:16]1[CH:22]=[CH:21][C:19]([CH3:20])=[CH:18][CH:17]=1)(=[O:15])=[O:14]. The yield is 0.600. (5) The reactants are [NH2:1][CH2:2][CH2:3][N:4]([CH:17]1[CH2:19][CH2:18]1)[S:5]([C:8]1[CH:13]=[CH:12][CH:11]=[CH:10][C:9]=1[N+:14]([O-:16])=[O:15])(=[O:7])=[O:6].C(N(C(C)C)CC)(C)C.Cl[C:30](OC1C=CC([N+]([O-])=O)=CC=1)=[O:31].[C:42]1([C:48]2([C:58]3[CH:63]=[CH:62][CH:61]=[CH:60][CH:59]=3)[CH:52]3[CH2:53][NH:54][CH2:55][CH2:56][N:51]3[C:50](=[O:57])[O:49]2)[CH:47]=[CH:46][CH:45]=[CH:44][CH:43]=1. The catalyst is O1CCCC1.C(OCC)(=O)C. The product is [CH:17]1([N:4]([S:5]([C:8]2[CH:13]=[CH:12][CH:11]=[CH:10][C:9]=2[N+:14]([O-:16])=[O:15])(=[O:7])=[O:6])[CH2:3][CH2:2][NH:1][C:30]([N:54]2[CH2:55][CH2:56][N:51]3[C:50](=[O:57])[O:49][C:48]([C:42]4[CH:47]=[CH:46][CH:45]=[CH:44][CH:43]=4)([C:58]4[CH:59]=[CH:60][CH:61]=[CH:62][CH:63]=4)[CH:52]3[CH2:53]2)=[O:31])[CH2:19][CH2:18]1. The yield is 0.920. (6) The reactants are FC(F)(F)S(O[C:7]1[CH2:12][CH2:11][CH:10]([NH:13][C:14]([C@@H:16]2[CH2:20][CH2:19][CH2:18][N:17]2[C:21]([O:23][C:24]([CH3:27])([CH3:26])[CH3:25])=[O:22])=[O:15])[CH2:9][CH:8]=1)(=O)=O.CC1(C)C(C)(C)OB([C:38]2[CH:43]=[CH:42][C:41]([C:44]3[NH:48][C:47]([C@@H:49]4[CH2:53][CH2:52][CH2:51][N:50]4[C:54]([O:56][C:57]([CH3:60])([CH3:59])[CH3:58])=[O:55])=[N:46][CH:45]=3)=[CH:40][CH:39]=2)O1.C([O-])([O-])=O.[Na+].[Na+]. The catalyst is C1COCC1.Cl[Pd](Cl)([P](C1C=CC=CC=1)(C1C=CC=CC=1)C1C=CC=CC=1)[P](C1C=CC=CC=1)(C1C=CC=CC=1)C1C=CC=CC=1. The product is [C:57]([O:56][C:54]([N:50]1[CH2:51][CH2:52][CH2:53][C@H:49]1[C:47]1[NH:48][C:44]([C:41]2[CH:42]=[CH:43][C:38]([C:7]3[CH2:12][CH2:11][CH:10]([NH:13][C:14]([C@@H:16]4[CH2:20][CH2:19][CH2:18][N:17]4[C:21]([O:23][C:24]([CH3:27])([CH3:26])[CH3:25])=[O:22])=[O:15])[CH2:9][CH:8]=3)=[CH:39][CH:40]=2)=[CH:45][N:46]=1)=[O:55])([CH3:60])([CH3:58])[CH3:59]. The yield is 0.930.